Dataset: Full USPTO retrosynthesis dataset with 1.9M reactions from patents (1976-2016). Task: Predict the reactants needed to synthesize the given product. (1) The reactants are: Cl[C:2]1[N:7]=[C:6]([NH:8][C:9]2[CH:13]=[C:12]([CH:14]3[CH2:16][CH2:15]3)[NH:11][N:10]=2)[C:5]([N+:17]([O-:19])=[O:18])=[CH:4][N:3]=1.[F:20][C:21]1[CH:26]=[CH:25][C:24]([C@@H:27]([NH2:29])[CH3:28])=[CH:23][CH:22]=1.CCN(C(C)C)C(C)C. Given the product [CH:14]1([C:12]2[NH:11][N:10]=[C:9]([NH:8][C:6]3[C:5]([N+:17]([O-:19])=[O:18])=[CH:4][N:3]=[C:2]([NH:29][C@H:27]([C:24]4[CH:25]=[CH:26][C:21]([F:20])=[CH:22][CH:23]=4)[CH3:28])[N:7]=3)[CH:13]=2)[CH2:16][CH2:15]1, predict the reactants needed to synthesize it. (2) The reactants are: [CH3:1][CH:2]([NH2:4])[CH3:3].[Cl:5][C:6]1[CH:11]=[CH:10][C:9]([CH:12]2[CH2:14][O:13]2)=[CH:8][CH:7]=1.C(N(CC)CC)C.[CH3:22][C:23]([O:26][C:27](O[C:27]([O:26][C:23]([CH3:25])([CH3:24])[CH3:22])=[O:28])=[O:28])([CH3:25])[CH3:24].N1C=CN=C1. Given the product [Cl:5][C:6]1[CH:11]=[CH:10][C:9]([CH:12]([OH:13])[CH2:14][N:4]([CH:2]([CH3:3])[CH3:1])[C:27](=[O:28])[O:26][C:23]([CH3:25])([CH3:24])[CH3:22])=[CH:8][CH:7]=1, predict the reactants needed to synthesize it. (3) Given the product [CH3:6][NH:8][C@H:9]([C:20]([NH:22][C@H:23]([C:28]([N:30]([C@@H:32]([CH:41]([CH3:42])[CH3:43])/[CH:33]=[C:34](\[CH3:40])/[C:35]([O:37][CH2:38][CH3:39])=[O:36])[CH3:31])=[O:29])[C:24]([CH3:27])([CH3:26])[CH3:25])=[O:21])[C:10]([CH3:19])([CH3:18])[C:11]1[CH:16]=[CH:15][CH:14]=[CH:13][C:12]=1[CH3:17].[CH3:6][NH:8][C@@H:9]([C:20]([NH:22][C@H:23]([C:28]([N:30]([C@@H:32]([CH:41]([CH3:42])[CH3:43])/[CH:33]=[C:34](\[CH3:40])/[C:35]([O:37][CH2:38][CH3:39])=[O:36])[CH3:31])=[O:29])[C:24]([CH3:27])([CH3:26])[CH3:25])=[O:21])[C:10]([CH3:19])([CH3:18])[C:11]1[CH:16]=[CH:15][CH:14]=[CH:13][C:12]=1[CH3:17], predict the reactants needed to synthesize it. The reactants are: C(O[C:6]([N:8](C)[C@H:9]([C:20]([NH:22][C@H:23]([C:28]([N:30]([C@@H:32]([CH:41]([CH3:43])[CH3:42])/[CH:33]=[C:34](\[CH3:40])/[C:35]([O:37][CH2:38][CH3:39])=[O:36])[CH3:31])=[O:29])[C:24]([CH3:27])([CH3:26])[CH3:25])=[O:21])[C:10]([CH3:19])([CH3:18])[C:11]1[CH:16]=[CH:15][CH:14]=[CH:13][C:12]=1[CH3:17])=O)(C)(C)C.FC(F)(F)C(O)=O. (4) Given the product [CH:1]1([C:6]2([CH2:14][CH2:15][C:16]3[CH:21]=[CH:20][C:19]([C:22]([CH3:25])([CH3:26])[C:23]#[N:24])=[C:18]([F:27])[CH:17]=3)[CH2:11][C:10]([OH:12])=[C:9]([CH2:65][C:61]3[N:60]=[C:59]4[S:67][C:56]([CH2:54][CH3:55])=[N:57][N:58]4[C:63](=[O:64])[CH:62]=3)[C:8](=[O:13])[O:7]2)[CH2:5][CH2:4][CH2:3][CH2:2]1, predict the reactants needed to synthesize it. The reactants are: [CH:1]1([C:6]2([CH2:14][CH2:15][C:16]3[CH:21]=[CH:20][C:19]([C:22]([CH3:26])([CH3:25])[C:23]#[N:24])=[C:18]([F:27])[CH:17]=3)[CH2:11][C:10](=[O:12])[CH2:9][C:8](=[O:13])[O:7]2)[CH2:5][CH2:4][CH2:3][CH2:2]1.ClC1C=C(CCC2(C3CCCC3)OC(=O)CC(=O)C2)C=CC=1OC(C)C.[CH2:54]([C:56]1[S:67][C:59]2=[N:60][C:61]([CH:65]=O)=[CH:62][C:63](=[O:64])[N:58]2[N:57]=1)[CH3:55].C(N1C(C)=C(C=O)C(C)=N1)C. (5) Given the product [Cl:1][C:2]1[CH:3]=[C:4](/[CH:9]=[CH:10]/[C:11]([N:13]2[CH2:19][CH2:18][C:17](=[O:20])[N:16]([CH2:21][CH2:22][C:23]([N:34]3[CH2:35][CH2:36][CH:37]([OH:38])[CH:32]([OH:31])[CH2:33]3)=[O:25])[CH2:15][CH2:14]2)=[O:12])[CH:5]=[CH:6][C:7]=1[Cl:8], predict the reactants needed to synthesize it. The reactants are: [Cl:1][C:2]1[CH:3]=[C:4](/[CH:9]=[CH:10]/[C:11]([N:13]2[CH2:19][CH2:18][C:17](=[O:20])[N:16]([CH2:21][CH2:22][C:23]([OH:25])=O)[CH2:15][CH2:14]2)=[O:12])[CH:5]=[CH:6][C:7]=1[Cl:8].C([Si](C)(C)[O:31][C@H:32]1[C@@H:37]([O:38][Si](C(C)(C)C)(C)C)[CH2:36][CH2:35][NH:34][CH2:33]1)(C)(C)C.